The task is: Predict the reaction yield, written as a fraction of the theoretical maximum amount of product (1.0 means a 100% yield; for example, 0.34 means a 34% yield).. This data is from Reaction yield outcomes from USPTO patents with 853,638 reactions. (1) The reactants are I.[Cl:2][C:3]1[CH:4]=[C:5]([NH:10][C:11](=[NH:14])SC)[CH:6]=[CH:7][C:8]=1[CH3:9].CS(O)(=O)=O.[NH2:20][CH2:21][C:22]1[CH:23]=[C:24]2[C:28](=[CH:29][CH:30]=1)[C:27](=[O:31])[N:26]([CH:32]1[CH2:37][CH2:36][C:35](=[O:38])[NH:34][C:33]1=[O:39])[CH2:25]2.CCN(C(C)C)C(C)C. The catalyst is CN(C=O)C. The product is [ClH:2].[Cl:2][C:3]1[CH:4]=[C:5]([NH:10][C:11]([NH:20][CH2:21][C:22]2[CH:23]=[C:24]3[C:28](=[CH:29][CH:30]=2)[C:27](=[O:31])[N:26]([CH:32]2[CH2:37][CH2:36][C:35](=[O:38])[NH:34][C:33]2=[O:39])[CH2:25]3)=[NH:14])[CH:6]=[CH:7][C:8]=1[CH3:9]. The yield is 0.270. (2) The reactants are C(O[C:4](=[O:21])[CH2:5][C:6]([CH:8]1[CH2:13][CH2:12][N:11]([C:14]([O:16][C:17]([CH3:20])([CH3:19])[CH3:18])=[O:15])[CH2:10][CH2:9]1)=O)C.[CH3:22][O:23][C:24]1[CH:32]=[CH:31][CH:30]=[C:29]2[C:25]=1[C:26]([NH2:33])=[N:27][NH:28]2.P([O-])([O-])([O-])=O.[K+].[K+].[K+].Cl. The catalyst is COCC(O)C.O. The product is [CH3:22][O:23][C:24]1[C:25]2[C:29]([CH:30]=[CH:31][CH:32]=1)=[N:28][N:27]1[C:4](=[O:21])[CH:5]=[C:6]([CH:8]3[CH2:9][CH2:10][N:11]([C:14]([O:16][C:17]([CH3:18])([CH3:19])[CH3:20])=[O:15])[CH2:12][CH2:13]3)[NH:33][C:26]=21. The yield is 0.140. (3) The reactants are [CH3:1][C:2]1[N:6]2[C:7](=[O:19])[C:8]3[NH:9][CH:10]=[N:11][C:12]=3[N:13]([CH2:14][CH2:15][CH2:16][CH2:17][CH3:18])[C:5]2=[N:4][N:3]=1.[Br:20]N1C(=O)CCC1=O. The catalyst is C1COCC1. The product is [Br:20][C:10]1[NH:9][C:8]2[C:7](=[O:19])[N:6]3[C:2]([CH3:1])=[N:3][N:4]=[C:5]3[N:13]([CH2:14][CH2:15][CH2:16][CH2:17][CH3:18])[C:12]=2[N:11]=1. The yield is 0.300. (4) The reactants are Cl.[N+:2]([C:5]1[CH:12]=[CH:11][CH:10]=[C:9]([CH:13]=[C:14]([CH3:16])[CH3:15])[C:6]=1[C:7]#[N:8])([O-])=O. The catalyst is CCO.[Fe]. The product is [NH2:2][C:5]1[CH:12]=[CH:11][CH:10]=[C:9]([CH:13]=[C:14]([CH3:16])[CH3:15])[C:6]=1[C:7]#[N:8]. The yield is 0.770. (5) The reactants are [CH3:1][C:2]([O:5][C:6]([N:8]1[CH2:12][CH2:11][C@@H:10]([CH2:13][C:14]([OH:16])=O)[CH2:9]1)=[O:7])([CH3:4])[CH3:3].[Cl-].ClC1N(C)CC[NH+]1C.CCN(C(C)C)C(C)C.[NH2:35][C:36]1[N:40]([CH3:41])[N:39]=[CH:38][C:37]=1[C:42]([O:44][CH2:45][CH3:46])=[O:43]. The catalyst is CN(C=O)C.CCOC(C)=O. The product is [CH3:4][C:2]([O:5][C:6]([N:8]1[CH2:12][CH2:11][C@H:10]([CH2:13][C:14]([NH:35][C:36]2[N:40]([CH3:41])[N:39]=[CH:38][C:37]=2[C:42]([O:44][CH2:45][CH3:46])=[O:43])=[O:16])[CH2:9]1)=[O:7])([CH3:1])[CH3:3]. The yield is 0.240. (6) The reactants are ClC(Cl)(Cl)C([NH:5][C:6](=[O:33])[NH:7][C:8]1[CH:13]=[CH:12][C:11]([C:14]2[C:22]3[C:17](=[CH:18][C:19]([F:23])=[CH:20][CH:21]=3)[N:16](S(C3C=CC=CC=3)(=O)=O)[CH:15]=2)=[CH:10][N:9]=1)=O.FC1C=C2C(C(C3C=CC(NC(N)=O)=NC=3)=CN2S(C2C=CC=CC=2)(=O)=O)=CC=1. No catalyst specified. The product is [F:23][C:19]1[CH:18]=[C:17]2[C:22]([C:14]([C:11]3[CH:12]=[CH:13][C:8]([NH:7][C:6]([NH2:5])=[O:33])=[N:9][CH:10]=3)=[CH:15][NH:16]2)=[CH:21][CH:20]=1. The yield is 0.230. (7) The reactants are [Br:1][C:2]1[C:3]([NH:16][C:17]2[CH:21]=[C:20]([CH:22]3[CH2:24][CH2:23]3)[NH:19][N:18]=2)=[N:4][C:5]([C:8]2[S:12][C:11]([C:13]([OH:15])=O)=[CH:10][CH:9]=2)=[N:6][CH:7]=1.[NH2:25][CH2:26][CH2:27][NH:28][C:29](=[O:31])[CH3:30].CCN=C=NCCCN(C)C.C1C=CC2N(O)N=NC=2C=1.CCN(C(C)C)C(C)C. The catalyst is CN(C=O)C. The product is [C:29]([NH:28][CH2:27][CH2:26][NH:25][C:13]([C:11]1[S:12][C:8]([C:5]2[N:4]=[C:3]([NH:16][C:17]3[CH:21]=[C:20]([CH:22]4[CH2:23][CH2:24]4)[NH:19][N:18]=3)[C:2]([Br:1])=[CH:7][N:6]=2)=[CH:9][CH:10]=1)=[O:15])(=[O:31])[CH3:30]. The yield is 0.683.